From a dataset of Forward reaction prediction with 1.9M reactions from USPTO patents (1976-2016). Predict the product of the given reaction. (1) Given the reactants [O:1]=[C:2]([NH:19][C:20]1[C:28]2[C:23](=[CH:24][CH:25]=[CH:26][C:27]=2[C:29]2[CH:34]=[CH:33][N:32]=[CH:31][CH:30]=2)[NH:22][N:21]=1)[CH2:3][C:4]([CH:6]1[CH2:11][CH2:10][N:9]([C:12]([O:14][C:15]([CH3:18])([CH3:17])[CH3:16])=[O:13])[CH2:8][CH2:7]1)=O.P([O-])([O-])([O-])=O.[K+].[K+].[K+], predict the reaction product. The product is: [O:1]=[C:2]1[CH:3]=[C:4]([CH:6]2[CH2:11][CH2:10][N:9]([C:12]([O:14][C:15]([CH3:18])([CH3:17])[CH3:16])=[O:13])[CH2:8][CH2:7]2)[N:21]2[N:22]=[C:23]3[C:28]([C:27]([C:29]4[CH:34]=[CH:33][N:32]=[CH:31][CH:30]=4)=[CH:26][CH:25]=[CH:24]3)=[C:20]2[NH:19]1. (2) Given the reactants C([O:3][C:4]([C:6]1[O:10][N:9]=[C:8]([C:11]2[CH:16]=[CH:15][C:14]([Br:17])=[CH:13][C:12]=2[F:18])[N:7]=1)=[O:5])C.[OH-].[Na+], predict the reaction product. The product is: [Br:17][C:14]1[CH:15]=[CH:16][C:11]([C:8]2[N:7]=[C:6]([C:4]([OH:5])=[O:3])[O:10][N:9]=2)=[C:12]([F:18])[CH:13]=1. (3) Given the reactants [CH:1]([C:3]1[S:7][C:6]([NH:8][C:9](=[O:11])[CH3:10])=[N:5][CH:4]=1)=O.[C:12]1([CH:18]2[CH2:23][CH2:22][CH2:21][NH:20][CH2:19]2)[CH:17]=[CH:16][CH:15]=[CH:14][CH:13]=1, predict the reaction product. The product is: [C:12]1([CH:18]2[CH2:23][CH2:22][CH2:21][N:20]([CH2:1][C:3]3[S:7][C:6]([NH:8][C:9](=[O:11])[CH3:10])=[N:5][CH:4]=3)[CH2:19]2)[CH:17]=[CH:16][CH:15]=[CH:14][CH:13]=1. (4) Given the reactants [H-].[Al+3].[Li+].[H-].[H-].[H-].[CH3:7][N:8]1[CH2:25][CH2:24][C:11]2[N:12]([CH2:20][C:21](O)=[O:22])[C:13]3[CH:14]=[CH:15][C:16]([CH3:19])=[CH:17][C:18]=3[C:10]=2[CH2:9]1, predict the reaction product. The product is: [CH3:7][N:8]1[CH2:25][CH2:24][C:11]2[N:12]([CH2:20][CH2:21][OH:22])[C:13]3[CH:14]=[CH:15][C:16]([CH3:19])=[CH:17][C:18]=3[C:10]=2[CH2:9]1.